From a dataset of Peptide-MHC class I binding affinity with 185,985 pairs from IEDB/IMGT. Regression. Given a peptide amino acid sequence and an MHC pseudo amino acid sequence, predict their binding affinity value. This is MHC class I binding data. The peptide sequence is HVTQHWPQL. The MHC is HLA-A02:12 with pseudo-sequence HLA-A02:12. The binding affinity (normalized) is 0.181.